From a dataset of Full USPTO retrosynthesis dataset with 1.9M reactions from patents (1976-2016). Predict the reactants needed to synthesize the given product. Given the product [CH2:1]([C:5]1[N:10]=[C:9]([CH3:11])[N:8]([C:12]2[N:13]=[CH:14][C:15]([O:18][CH:49]([CH3:48])[CH2:50][C:51]([O:53][CH2:54][CH3:55])=[O:52])=[CH:16][N:17]=2)[C:7](=[O:19])[C:6]=1[CH2:20][C:21]1[CH:26]=[C:25]([CH2:27][CH2:28][CH3:29])[C:24]([O:30][Si:31]([C:34]([CH3:37])([CH3:36])[CH3:35])([CH3:32])[CH3:33])=[C:23]([CH2:38][CH2:39][CH3:40])[CH:22]=1)[CH2:2][CH2:3][CH3:4], predict the reactants needed to synthesize it. The reactants are: [CH2:1]([C:5]1[N:10]=[C:9]([CH3:11])[N:8]([C:12]2[N:17]=[CH:16][C:15]([OH:18])=[CH:14][N:13]=2)[C:7](=[O:19])[C:6]=1[CH2:20][C:21]1[CH:26]=[C:25]([CH2:27][CH2:28][CH3:29])[C:24]([O:30][Si:31]([C:34]([CH3:37])([CH3:36])[CH3:35])([CH3:33])[CH3:32])=[C:23]([CH2:38][CH2:39][CH3:40])[CH:22]=1)[CH2:2][CH2:3][CH3:4].C(=O)([O-])[O-].[K+].[K+].Br[CH2:48][CH2:49][CH2:50][C:51]([O:53][CH2:54][CH3:55])=[O:52].